Dataset: Full USPTO retrosynthesis dataset with 1.9M reactions from patents (1976-2016). Task: Predict the reactants needed to synthesize the given product. Given the product [Cl:1][C@@H:2]1[CH2:4][C@H:3]1[C:5]([O:7][C:8]([CH3:11])([CH3:10])[CH3:9])=[O:6], predict the reactants needed to synthesize it. The reactants are: [Cl:1][C:2]1(Cl)[CH2:4][CH:3]1[C:5]([O:7][C:8]([CH3:11])([CH3:10])[CH3:9])=[O:6].C([SnH](CCCC)CCCC)CCC.CC(N=NC(C#N)(C)C)(C#N)C.